From a dataset of Catalyst prediction with 721,799 reactions and 888 catalyst types from USPTO. Predict which catalyst facilitates the given reaction. (1) Reactant: [CH2:1]([O:3][C:4](=[O:33])[CH2:5][N:6]([CH2:18][C:19]1[CH:24]=[CH:23][C:22]([O:25]CC2C=CC=CC=2)=[CH:21][CH:20]=1)[S:7]([NH:10][C:11]([O:13][C:14]([CH3:17])([CH3:16])[CH3:15])=[O:12])(=[O:9])=[O:8])[CH3:2].[H][H]. Product: [CH2:1]([O:3][C:4](=[O:33])[CH2:5][N:6]([CH2:18][C:19]1[CH:24]=[CH:23][C:22]([OH:25])=[CH:21][CH:20]=1)[S:7]([NH:10][C:11]([O:13][C:14]([CH3:17])([CH3:15])[CH3:16])=[O:12])(=[O:9])=[O:8])[CH3:2]. The catalyst class is: 45. (2) Reactant: [C:1]([C:9]1[CH:41]=[CH:40][C:12]2[N:13]([CH2:17][CH2:18][O:19][C:20]3[CH:25]=[CH:24][C:23]([CH2:26][CH:27]([NH:32]C(OC(C)(C)C)=O)[C:28]([O:30][CH3:31])=[O:29])=[CH:22][CH:21]=3)[C:14](=[O:16])[S:15][C:11]=2[CH:10]=1)(=[O:8])[C:2]1[CH:7]=[CH:6][CH:5]=[CH:4][CH:3]=1.[F:42][C:43]([F:48])([F:47])[C:44]([OH:46])=[O:45]. Product: [F:42][C:43]([F:48])([F:47])[C:44]([OH:46])=[O:45].[NH2:32][CH:27]([CH2:26][C:23]1[CH:22]=[CH:21][C:20]([O:19][CH2:18][CH2:17][N:13]2[C:12]3[CH:40]=[CH:41][C:9]([C:1](=[O:8])[C:2]4[CH:3]=[CH:4][CH:5]=[CH:6][CH:7]=4)=[CH:10][C:11]=3[S:15][C:14]2=[O:16])=[CH:25][CH:24]=1)[C:28]([O:30][CH3:31])=[O:29]. The catalyst class is: 4. (3) Reactant: [F:1][C:2]([F:10])([C:6]([F:9])([F:8])[F:7])[C:3](=[NH:5])[NH2:4].C(O/[CH:14]=[C:15](/[C:21](=O)[CH:22]([F:24])[F:23])\[C:16]([O:18][CH2:19][CH3:20])=[O:17])C.C[O-].[Na+]. Product: [F:23][CH:22]([F:24])[C:21]1[C:15]([C:16]([O:18][CH2:19][CH3:20])=[O:17])=[CH:14][N:4]=[C:3]([C:2]([F:10])([F:1])[C:6]([F:9])([F:8])[F:7])[N:5]=1. The catalyst class is: 8. (4) The catalyst class is: 6. Reactant: Br[C:2]1[C:3]([O:21][CH2:22][C:23]([F:26])([F:25])[F:24])=[N:4][CH:5]=[C:6]([CH:20]=1)[C:7]([NH:9][CH2:10][C:11]1[O:15][N:14]=[C:13]([C:16]([F:19])([F:18])[F:17])[N:12]=1)=[O:8].B(O)(O)[C:28]1[CH:29]=[CH:30][C:31]([CH3:34])=[CH:32][CH:33]=1.C([O-])([O-])=O.[Na+].[Na+].O1CCCC1. Product: [C:31]1([CH3:34])[CH:32]=[CH:33][C:28]([C:2]2[C:3]([O:21][CH2:22][C:23]([F:26])([F:25])[F:24])=[N:4][CH:5]=[C:6]([CH:20]=2)[C:7]([NH:9][CH2:10][C:11]2[O:15][N:14]=[C:13]([C:16]([F:19])([F:18])[F:17])[N:12]=2)=[O:8])=[CH:29][CH:30]=1. (5) Reactant: [Br:1][C:2]1[C:3](F)=[C:4]2[C:10]([NH:11][C:12](=[O:17])[C@@H:13]([O:15][CH3:16])[CH3:14])=[CH:9][NH:8][C:5]2=[N:6][CH:7]=1.[NH:19]1[CH2:23][CH2:22][C@@H:21]([NH:24][C:25](=[O:31])[O:26][C:27]([CH3:30])([CH3:29])[CH3:28])[CH2:20]1.CCN(C(C)C)C(C)C. Product: [Br:1][C:2]1[C:3]([N:19]2[CH2:23][CH2:22][C@@H:21]([NH:24][C:25](=[O:31])[O:26][C:27]([CH3:29])([CH3:28])[CH3:30])[CH2:20]2)=[C:4]2[C:10]([NH:11][C:12](=[O:17])[C@@H:13]([O:15][CH3:16])[CH3:14])=[CH:9][NH:8][C:5]2=[N:6][CH:7]=1. The catalyst class is: 114. (6) Reactant: [F:1][C:2]1[C:7]([F:8])=[CH:6][C:5]([NH:9][C:10]2[S:11][C:12]([CH3:17])=[CH:13][C:14]=2[C:15]#[N:16])=[C:4]([N+:18]([O-])=O)[CH:3]=1.O.O.[Sn](Cl)[Cl:24].Cl. Product: [ClH:24].[F:8][C:7]1[C:2]([F:1])=[CH:3][C:4]2[N:18]=[C:15]([NH2:16])[C:14]3[CH:13]=[C:12]([CH3:17])[S:11][C:10]=3[NH:9][C:5]=2[CH:6]=1. The catalyst class is: 8. (7) Reactant: [NH2:1][CH2:2][CH2:3][CH2:4][C@H:5]([N:13]([CH2:28][C:29]([OH:31])=O)[S:14]([C:17]1[CH:22]=[CH:21][CH:20]=[CH:19][C:18]=1[O:23][C:24]([F:27])([F:26])[F:25])(=[O:16])=[O:15])[CH2:6][C:7]1[CH:12]=[CH:11][CH:10]=[CH:9][CH:8]=1.CCN(C(C)C)C(C)C.C1N(P(Cl)(N2C(=O)OCC2)=O)C(=O)OC1.C(O)(=O)CC(CC(O)=O)(C(O)=O)O. Product: [CH2:6]([C@@H:5]1[CH2:4][CH2:3][CH2:2][NH:1][C:29](=[O:31])[CH2:28][N:13]1[S:14]([C:17]1[CH:22]=[CH:21][CH:20]=[CH:19][C:18]=1[O:23][C:24]([F:25])([F:26])[F:27])(=[O:15])=[O:16])[C:7]1[CH:8]=[CH:9][CH:10]=[CH:11][CH:12]=1. The catalyst class is: 2.